This data is from Full USPTO retrosynthesis dataset with 1.9M reactions from patents (1976-2016). The task is: Predict the reactants needed to synthesize the given product. (1) Given the product [Cl:65][C:66]1[CH:74]=[CH:70][C:69]([F:75])=[C:68]([C:27]([N:24]2[CH2:25][CH2:26][C@H:22]([O:21][C:10]3[N:9]=[C:8]([N:6]4[CH2:7][C:4]([CH:1]5[CH2:3][CH2:2]5)([F:34])[CH2:5]4)[CH:13]=[C:12]([NH:14][C:15]4[NH:19][N:18]=[C:17]([CH3:20])[CH:16]=4)[N:11]=3)[CH2:23]2)=[O:28])[CH:67]=1, predict the reactants needed to synthesize it. The reactants are: [CH:1]1([C:4]2([F:34])[CH2:7][N:6]([C:8]3[CH:13]=[C:12]([NH:14][C:15]4[NH:19][N:18]=[C:17]([CH3:20])[CH:16]=4)[N:11]=[C:10]([O:21][C@H:22]4[CH2:26][CH2:25][N:24]([C:27](OC(C)(C)C)=[O:28])[CH2:23]4)[N:9]=3)[CH2:5]2)[CH2:3][CH2:2]1.FC(F)(F)C(O)=O.C(Cl)CCl.C1C=CC2N(O)N=NC=2C=1.CCN(C(C)C)C(C)C.[Cl:65][C:66]1[CH:67]=[CH:68][C:69]([F:75])=[C:70]([CH:74]=1)C(O)=O. (2) Given the product [Cl:18][C:15]1[CH:16]=[CH:17][C:12]([S:9]([N:8]([C:7]2[C:2]([CH:35]([C:34]3[CH:37]=[C:38]([N:41]4[CH:45]=[CH:44][CH:43]=[N:42]4)[CH:39]=[CH:40][C:33]=3[Cl:32])[OH:36])=[N:3][CH:4]=[C:5]([Cl:26])[CH:6]=2)[CH2:23][O:24][CH3:25])(=[O:11])=[O:10])=[CH:13][C:14]=1[C:19]([F:22])([F:21])[F:20], predict the reactants needed to synthesize it. The reactants are: Br[C:2]1[C:7]([N:8]([CH2:23][O:24][CH3:25])[S:9]([C:12]2[CH:17]=[CH:16][C:15]([Cl:18])=[C:14]([C:19]([F:22])([F:21])[F:20])[CH:13]=2)(=[O:11])=[O:10])=[CH:6][C:5]([Cl:26])=[CH:4][N:3]=1.C([Mg]Cl)(C)C.[Cl:32][C:33]1[CH:40]=[CH:39][C:38]([N:41]2[CH:45]=[CH:44][CH:43]=[N:42]2)=[CH:37][C:34]=1[CH:35]=[O:36]. (3) Given the product [NH2:23][C:18]1[N:9]=[C:7]2[N:8]([C:3]([O:1][CH3:27])=[N:4][CH:5]=[C:6]2[O:11][CH3:12])[N:19]=1, predict the reactants needed to synthesize it. The reactants are: [OH2:1].Cl[C:3]1[N:8]=[C:7]([NH:9]N)[C:6]([O:11][CH3:12])=[CH:5][N:4]=1.ClNNCO[C:18]1[N:23]=CC=C[N:19]=1.N#CBr.[CH3:27][O-].[Na+]. (4) Given the product [F:30][C:2]1([F:1])[O:6][C:5]2[CH:7]=[CH:8][C:9]([C:11]3([C:14]([NH:16][CH:17]4[C:26]5[C:21](=[CH:22][C:23]([O:27][CH:39]([F:41])[F:40])=[CH:24][CH:25]=5)[O:20][C:19]([CH3:28])([CH3:29])[CH2:18]4)=[O:15])[CH2:13][CH2:12]3)=[CH:10][C:4]=2[O:3]1, predict the reactants needed to synthesize it. The reactants are: [F:1][C:2]1([F:30])[O:6][C:5]2[CH:7]=[CH:8][C:9]([C:11]3([C:14]([NH:16][CH:17]4[C:26]5[C:21](=[CH:22][C:23]([OH:27])=[CH:24][CH:25]=5)[O:20][C:19]([CH3:29])([CH3:28])[CH2:18]4)=[O:15])[CH2:13][CH2:12]3)=[CH:10][C:4]=2[O:3]1.C(OP([C:39](Br)([F:41])[F:40])(=O)OCC)C.[OH-].[K+].